Dataset: Experimentally validated miRNA-target interactions with 360,000+ pairs, plus equal number of negative samples. Task: Binary Classification. Given a miRNA mature sequence and a target amino acid sequence, predict their likelihood of interaction. (1) The miRNA is hsa-miR-6076 with sequence AGCAUGACAGAGGAGAGGUGG. The protein sequence of the target gene is MPLELELCPGRWVGGKHPCFIIAEIGQNHQGDIDVAKRMIRTAKECGADCAKFQKSELEFKFNRKALERPYTSKHSWGKTYGEHKRHLEFSHDQYKELQSYAQEIGIFFTASGMDEMAVEFLHELNVPFFKVGSGDTNNFPYLEKTAKKGRPMVISSGMQSMDTMKQVYQIVKPLNPNFCFLQCTSAYPLQPEDANLRVISEYQKLFPDIPIGYSGHETGIAISVAAVALGAKVLERHITLDKTWKGSDHSASLEPGELAELVRSVRLVERALGSPTKQLLPCEMACNEKLGKSVVAKVK.... Result: 0 (no interaction). (2) The miRNA is mmu-miR-3104-5p with sequence UAGGGGGCAGGAGCCGGAGCCCUCU. The protein sequence of the target gene is MAQEVSEYLSQNPRVAAWVEALRCDGETDKHWRHRRDFLLRNAGDLAPAGGAASASTDEAADAESGTRNRQLQQLISFSMAWANHVFLGCRYPQKVMDKILSMAEGIKVTDAPTYTTRDELVAKVKKRGISSSNEGVEEPSKKRVIEGKNSSAVEQDHAKTSAKTERASAQQENSSTCIGSAIKSESGNSARSSGISSQNSSTSDGDRSVSSQSSSSVSSQVTTAGSGKASEAEAPDKHGSASFVSLLKSSVNSHMTQSTDSRQQSGSPKKSALEGSSASASQSSSEIEVPLLGSSGSSE.... Result: 0 (no interaction). (3) The miRNA is hsa-miR-513b-5p with sequence UUCACAAGGAGGUGUCAUUUAU. The protein sequence of the target gene is MPSWIGAVILPLLGLLLSLPAGADVKARSCGEVRQAYGAKGFSLADIPYQEIAGEHLRICPQEYTCCTTEMEDKLSQQSKLEFENLVEETSHFVRTTFVSRHKKFDEFFRELLENAEKSLNDMFVRTYGMLYMQNSEVFQDLFTELKRYYTGGNVNLEEMLNDFWARLLERMFQLINPQYHFSEDYLECVSKYTDQLKPFGDVPRKLKIQVTRAFIAARTFVQGLTVGREVANRVSKVSPTPGCIRALMKMLYCPYCRGLPTVRPCNNYCLNVMKGCLANQADLDTEWNLFIDAMLLVAE.... Result: 0 (no interaction). (4) The miRNA is hsa-miR-373-5p with sequence ACUCAAAAUGGGGGCGCUUUCC. The protein sequence of the target gene is MQWSPTPGASACLGWASSLACSTAPTLLGRAGRGPLMAAKWFKEFPLNLKTVSERAKPGGGGGKLRKNSEAGGAGPGPGKGRKNSAAELGSGRAGVGPKDSRLSRDSLQGLIQAAAGKGRKNSRATEEEPHRGATKSSGCSTYINRLIKVDTQEKNGKSNYPSSSSSSSSSSSSASSSPSSLGPELDKGKIIKQQETVIILEDYADPYDAKRTKGQRDAERVGENDGYMEPYDAQQMITEIRRRGSKDPLVKALQLLDSPCEPADGGLKSETLAKRRSSKDLLGKPPQLYDTPYEPAEGG.... Result: 1 (interaction). (5) The miRNA is hsa-miR-3529-5p with sequence AGGUAGACUGGGAUUUGUUGUU. The protein sequence of the target gene is MTRLPKLAVFDLDYTLWPFWVDTHVDPPFHKSSDGTVRDRRGQNIQLYPEVPEVLGRLQSLGVPVAAASRTSEIQGANQLLELFDLGKYFIQREIYPGSKVTHFERLHHKTGVPFSQMVFFDDENRNIIDVGRLGVTCIHIRDGMSLQTLTQGLETFAKAQAGL. Result: 0 (no interaction).